This data is from Forward reaction prediction with 1.9M reactions from USPTO patents (1976-2016). The task is: Predict the product of the given reaction. (1) Given the reactants [CH2:1]([OH:3])C.[S:4](=[O:8])(=[O:7])([OH:6])[OH:5].[CH:9]([Cl:12])([Cl:11])[Cl:10], predict the reaction product. The product is: [CH:9]([Cl:12])([Cl:11])[Cl:10].[CH3:1][OH:3].[S:4](=[O:6])(=[O:5])([OH:8])[OH:7]. (2) The product is: [Cl:1][C:2]1[C:3]([Cl:16])=[CH:4][C:5]2[C:6]3[CH2:14][N:13]([CH3:15])[CH2:12][CH2:11][C:7]=3[N:8](/[CH:34]=[C:35](/[C:36]3[CH:41]=[CH:40][C:39]([F:42])=[CH:38][CH:37]=3)\[CH3:18])[C:9]=2[CH:10]=1. Given the reactants [Cl:1][C:2]1[C:3]([Cl:16])=[CH:4][C:5]2[C:6]3[CH2:14][N:13]([CH3:15])[CH2:12][CH2:11][C:7]=3[NH:8][C:9]=2[CH:10]=1.N1CCC[C@H:18]1C(O)=O.P([O-])([O-])([O-])=O.[K+].[K+].[K+].Br[CH:34]=[CH:35][C:36]1[CH:41]=[CH:40][C:39]([F:42])=[CH:38][CH:37]=1, predict the reaction product.